This data is from Catalyst prediction with 721,799 reactions and 888 catalyst types from USPTO. The task is: Predict which catalyst facilitates the given reaction. (1) The catalyst class is: 15. Reactant: Cl.Cl.[CH3:3][O:4][C:5]1[CH:6]=[C:7]([N:11]2[CH2:16][CH2:15][NH:14][CH2:13][CH2:12]2)[CH:8]=[CH:9][CH:10]=1.C([O-])(=O)C.[Na+].O.[Br:23]Br. Product: [Br:23][C:10]1[CH:9]=[CH:8][C:7]([N:11]2[CH2:16][CH2:15][NH:14][CH2:13][CH2:12]2)=[CH:6][C:5]=1[O:4][CH3:3]. (2) Reactant: [OH:1][N:2]=[C:3](Cl)[C:4]1[N:5]=[N:6][N:7]([CH2:9][C:10]2[CH:15]=[C:14]([Br:16])[C:13]([Br:17])=[C:12]([Br:18])[CH:11]=2)[CH:8]=1.[C:20]([O:24][CH3:25])(=[O:23])[C:21]#[CH:22]. Product: [Br:18][C:12]1[CH:11]=[C:10]([CH:15]=[C:14]([Br:16])[C:13]=1[Br:17])[CH2:9][N:7]1[CH:8]=[C:4]([C:3]2[CH:22]=[C:21]([C:20]([O:24][CH3:25])=[O:23])[O:1][N:2]=2)[N:5]=[N:6]1. The catalyst class is: 3. (3) Reactant: [CH3:1][C:2]1[N:3]([CH:8]2[CH2:12][C@H:11]([C:13]([O:15][CH2:16][C:17]3[CH:22]=[CH:21][CH:20]=[CH:19][CH:18]=3)=[O:14])[CH:10]=[CH:9]2)[C:4]([CH3:7])=[CH:5][CH:6]=1.[Br:23][CH2:24][CH2:25][CH2:26]Br. Product: [Br:23][CH2:24][CH2:25][CH2:26][C@@:11]1([C:13]([O:15][CH2:16][C:17]2[CH:22]=[CH:21][CH:20]=[CH:19][CH:18]=2)=[O:14])[CH2:12][C@H:8]([N:3]2[C:2]([CH3:1])=[CH:6][CH:5]=[C:4]2[CH3:7])[CH:9]=[CH:10]1. The catalyst class is: 7. (4) Reactant: [C:1]([C:5]1[CH:6]=[C:7]([C:15]2[CH2:16][C:17]3[C:22]([CH:23]=2)=[CH:21][CH:20]=[CH:19][CH:18]=3)[CH:8]=[C:9]([C:11]([CH3:14])([CH3:13])[CH3:12])[CH:10]=1)([CH3:4])([CH3:3])[CH3:2].[CH2:24]([Li])[CH2:25][CH2:26][CH3:27].[Cl-:29].[Cl-].[Cl-].[Cl-].[Hf+4:33]. Product: [Cl-:29].[Cl-:29].[C:1]([C:5]1[CH:6]=[C:7]([C:15]2[CH:23]([Hf+2:33][CH:24]3[C:17]4[C:27](=[CH:22][CH:23]=[CH:15][CH:16]=4)[CH:26]=[C:25]3[C:7]3[CH:6]=[C:5]([C:1]([CH3:3])([CH3:2])[CH3:4])[CH:10]=[C:9]([C:11]([CH3:14])([CH3:13])[CH3:12])[CH:8]=3)[C:22]3[C:17]([CH:16]=2)=[CH:18][CH:19]=[CH:20][CH:21]=3)[CH:8]=[C:9]([C:11]([CH3:14])([CH3:13])[CH3:12])[CH:10]=1)([CH3:2])([CH3:3])[CH3:4]. The catalyst class is: 27.